This data is from Full USPTO retrosynthesis dataset with 1.9M reactions from patents (1976-2016). The task is: Predict the reactants needed to synthesize the given product. (1) Given the product [C:1]1([C:7]2[CH:8]=[C:9]([CH2:19][C:21]3[CH:26]=[C:25]([C:27]4[CH:28]=[CH:29][CH:30]=[CH:31][CH:32]=4)[CH:24]=[C:23]([C:33]4[CH:34]=[CH:35][CH:36]=[CH:37][CH:38]=4)[CH:22]=3)[CH:10]=[C:11]([C:13]3[CH:14]=[CH:15][CH:16]=[CH:17][CH:18]=3)[CH:12]=2)[CH:6]=[CH:5][CH:4]=[CH:3][CH:2]=1, predict the reactants needed to synthesize it. The reactants are: [C:1]1([C:7]2[CH:8]=[C:9]([C:19]([C:21]3[CH:26]=[C:25]([C:27]4[CH:32]=[CH:31][CH:30]=[CH:29][CH:28]=4)[CH:24]=[C:23]([C:33]4[CH:38]=[CH:37][CH:36]=[CH:35][CH:34]=4)[CH:22]=3)=O)[CH:10]=[C:11]([C:13]3[CH:18]=[CH:17][CH:16]=[CH:15][CH:14]=3)[CH:12]=2)[CH:6]=[CH:5][CH:4]=[CH:3][CH:2]=1.[OH-].[K+].O.NN. (2) Given the product [Br:1][C:2]1[N:7]=[C:6]2[N:8]([CH2:12][C:13]3[CH:18]=[CH:17][C:16]([C:19]([O:21][CH:29]([CH3:31])[CH3:30])=[O:20])=[CH:15][C:14]=3[Cl:22])[C:9]([CH3:11])=[N:10][C:5]2=[CH:4][CH:3]=1, predict the reactants needed to synthesize it. The reactants are: [Br:1][C:2]1[N:7]=[C:6]2[N:8]([CH2:12][C:13]3[CH:18]=[CH:17][C:16]([C:19]([OH:21])=[O:20])=[CH:15][C:14]=3[Cl:22])[C:9]([CH3:11])=[N:10][C:5]2=[CH:4][CH:3]=1.C(=O)([O-])[O-].[K+].[K+].[CH:29](I)([CH3:31])[CH3:30].O. (3) Given the product [Cl:2][C:3]1[CH:10]=[CH:9][C:6]([CH2:7][CH:11]([OH:15])[CH:12]([CH3:14])[CH3:13])=[CH:5][CH:4]=1, predict the reactants needed to synthesize it. The reactants are: [Mg].[Cl:2][C:3]1[CH:10]=[CH:9][C:6]([CH2:7]Br)=[CH:5][CH:4]=1.[CH:11](=[O:15])[CH:12]([CH3:14])[CH3:13]. (4) Given the product [C:3]1([CH3:2])[CH:10]=[CH:9][CH:8]=[C:5]([CH2:6][CH:20]([C:13]2[C:14]([CH3:19])([CH3:18])[CH2:15][CH2:16][CH2:17][C:12]=2[CH3:11])[OH:21])[CH:4]=1, predict the reactants needed to synthesize it. The reactants are: [Mg].[CH3:2][C:3]1[CH:4]=[C:5]([CH:8]=[CH:9][CH:10]=1)[CH2:6]Br.[CH3:11][C:12]1[CH2:17][CH2:16][CH2:15][C:14]([CH3:19])([CH3:18])[C:13]=1[CH:20]=[O:21]. (5) Given the product [N:10]1([CH2:9][C:8]2[CH:16]=[CH:17][C:5]([C:2]([Cl:25])=[O:3])=[CH:6][CH:7]=2)[CH2:15][CH2:14][O:13][CH2:12][CH2:11]1, predict the reactants needed to synthesize it. The reactants are: [Cl-].[C:2]([C:5]1[CH:17]=[CH:16][C:8]([CH2:9][NH+:10]2[CH2:15][CH2:14][O:13][CH2:12][CH2:11]2)=[CH:7][CH:6]=1)(O)=[O:3].CN(C=O)C.S(Cl)([Cl:25])=O. (6) Given the product [C:1]([C:9]1[CH:10]=[N:11][C:12](=[N:33][C:23]2[C:32]3[C:27](=[CH:28][CH:29]=[CH:30][CH:31]=3)[CH:26]=[CH:25][CH:24]=2)[C:13](=[N:33][C:23]2[C:32]3[C:27](=[CH:28][CH:29]=[CH:30][CH:31]=3)[CH:26]=[CH:25][CH:24]=2)[C:14]=1[C:1](=[O:8])[C:2]1[CH:7]=[CH:6][CH:5]=[CH:4][CH:3]=1)(=[O:8])[C:2]1[CH:7]=[CH:6][CH:5]=[CH:4][CH:3]=1, predict the reactants needed to synthesize it. The reactants are: [C:1]([C:9]1[C:10](C(=O)C2C=CC=CC=2)=[N:11][CH:12]=[CH:13][CH:14]=1)(=[O:8])[C:2]1[CH:7]=[CH:6][CH:5]=[CH:4][CH:3]=1.[C:23]1([NH2:33])[C:32]2[C:27](=[CH:28][CH:29]=[CH:30][CH:31]=2)[CH:26]=[CH:25][CH:24]=1.